From a dataset of Peptide-MHC class II binding affinity with 134,281 pairs from IEDB. Regression. Given a peptide amino acid sequence and an MHC pseudo amino acid sequence, predict their binding affinity value. This is MHC class II binding data. (1) The MHC is HLA-DQA10601-DQB10402 with pseudo-sequence HLA-DQA10601-DQB10402. The peptide sequence is VYMDAVFEYTIDCDG. The binding affinity (normalized) is 0. (2) The peptide sequence is GELQIVDKIDAAFKI. The MHC is HLA-DQA10501-DQB10301 with pseudo-sequence HLA-DQA10501-DQB10301. The binding affinity (normalized) is 0.220. (3) The peptide sequence is NNEVLRLADELRQEQGN. The MHC is DRB1_0101 with pseudo-sequence DRB1_0101. The binding affinity (normalized) is 0.266. (4) The binding affinity (normalized) is 0.0695. The MHC is DRB1_1501 with pseudo-sequence DRB1_1501. The peptide sequence is DKGPGFVVTGRVYCD.